This data is from Catalyst prediction with 721,799 reactions and 888 catalyst types from USPTO. The task is: Predict which catalyst facilitates the given reaction. (1) Reactant: [C:1]([C:3]1[CH:4]=[C:5]([CH:25]=[CH:26][C:27]=1[O:28][CH:29]([CH3:31])[CH3:30])[CH2:6][O:7][C:8]1[CH:16]=[CH:15][C:14]2[N:13]3[CH2:17][CH2:18][CH:19]([CH2:20][C:21]([OH:23])=[O:22])[C:12]3=[CH:11][C:10]=2[C:9]=1[CH3:24])#[N:2].[Cl:32]N1C(=O)CCC1=O. Product: [Cl:32][C:11]1[C:10]2[C:9]([CH3:24])=[C:8]([O:7][CH2:6][C:5]3[CH:25]=[CH:26][C:27]([O:28][CH:29]([CH3:31])[CH3:30])=[C:3]([C:1]#[N:2])[CH:4]=3)[CH:16]=[CH:15][C:14]=2[N:13]2[CH2:17][CH2:18][CH:19]([CH2:20][C:21]([OH:23])=[O:22])[C:12]=12. The catalyst class is: 2. (2) Reactant: C1(P(C2C=CC=CC=2)C2C=CC=CC=2)C=CC=CC=1.BrN1C(=O)CCC1=O.[Cl:28][C:29]1[CH:30]=[C:31](/[C:41](=[CH:45]\[CH:46]2[CH2:51][CH2:50][CH2:49][CH2:48][CH2:47]2)/[C:42](O)=[O:43])[CH:32]=[CH:33][C:34]=1[N:35]1[C:39]([CH3:40])=[N:38][N:37]=[N:36]1.[NH2:52][C:53]1[S:54][CH:55]=[CH:56][N:57]=1. Product: [Cl:28][C:29]1[CH:30]=[C:31](/[C:41](=[CH:45]\[CH:46]2[CH2:51][CH2:50][CH2:49][CH2:48][CH2:47]2)/[C:42]([NH:52][C:53]2[S:54][CH:55]=[CH:56][N:57]=2)=[O:43])[CH:32]=[CH:33][C:34]=1[N:35]1[C:39]([CH3:40])=[N:38][N:37]=[N:36]1. The catalyst class is: 2. (3) Reactant: [F:1][C:2]1[CH:40]=[C:39]([F:41])[CH:38]=[CH:37][C:3]=1[O:4][C:5]1[C:13]2[NH:12][C:11](=[O:14])[N:10]([CH3:15])[C:9]=2[CH:8]=[CH:7][C:6]=1[C:16]1[C:17]2[CH:26]=[CH:25][N:24](S(C3C=CC(C)=CC=3)(=O)=O)[C:18]=2[C:19](=[O:23])[N:20]([CH3:22])[CH:21]=1.[H-].[Na+].CI.[OH-].[Na+].O.[C:49](O)(=O)C. Product: [F:1][C:2]1[CH:40]=[C:39]([F:41])[CH:38]=[CH:37][C:3]=1[O:4][C:5]1[C:13]2[N:12]([CH3:49])[C:11](=[O:14])[N:10]([CH3:15])[C:9]=2[CH:8]=[CH:7][C:6]=1[C:16]1[C:17]2[CH:26]=[CH:25][NH:24][C:18]=2[C:19](=[O:23])[N:20]([CH3:22])[CH:21]=1. The catalyst class is: 737. (4) Reactant: [CH3:1][O:2][C:3]([CH:5]1[CH2:10][CH2:9][CH:8]([C:11]#[N:12])[CH2:7][CH2:6]1)=[O:4].[OH:13][NH2:14].C(N(CC)CC)C.Cl.ON. Product: [CH3:1][O:2][C:3]([CH:5]1[CH2:10][CH2:9][CH:8]([C:11](=[NH:12])[NH:14][OH:13])[CH2:7][CH2:6]1)=[O:4]. The catalyst class is: 16. (5) Reactant: C([CH2:3][O:4][C:5]1[CH:10]=[CH:9][CH:8]=[CH:7][C:6]=1[O:11][CH3:12])#N.[NH3:13]. Product: [NH2:13][CH2:3][O:4][C:5]1[CH:10]=[CH:9][CH:8]=[CH:7][C:6]=1[O:11][CH3:12]. The catalyst class is: 171.